This data is from Full USPTO retrosynthesis dataset with 1.9M reactions from patents (1976-2016). The task is: Predict the reactants needed to synthesize the given product. (1) Given the product [Br:1][C:2]1[CH:3]=[C:4]([C:8]2[C:16]3[C:11](=[N:12][C:13]([NH:42][CH2:41][CH2:40][N:37]4[CH2:38][CH2:39][O:34][CH2:35][CH2:36]4)=[N:14][CH:15]=3)[N:10]([CH2:26][O:27][CH2:28][CH2:29][Si:30]([CH3:33])([CH3:32])[CH3:31])[N:9]=2)[CH:5]=[CH:6][CH:7]=1, predict the reactants needed to synthesize it. The reactants are: [Br:1][C:2]1[CH:3]=[C:4]([C:8]2[C:16]3[C:11](=[N:12][C:13](Cl)=[N:14][CH:15]=3)[NH:10][N:9]=2)[CH:5]=[CH:6][CH:7]=1.CCN(CC)CC.Cl[CH2:26][O:27][CH2:28][CH2:29][Si:30]([CH3:33])([CH3:32])[CH3:31].[O:34]1[CH2:39][CH2:38][N:37]([CH2:40][CH2:41][NH2:42])[CH2:36][CH2:35]1. (2) Given the product [CH3:41][N:42]([CH3:49])[CH2:43][C:44]([CH3:48])([CH3:47])[CH2:45][NH:46][C:5]1[N:10]=[C:9]([C:11]2[C:12]([O:17][C:18]3[CH:23]=[CH:22][C:21]([NH:24][C:25]4[C:40]5[C:35](=[CH:36][CH:37]=[CH:38][CH:39]=5)[C:28]([C:29]5[CH:34]=[CH:33][CH:32]=[CH:31][CH:30]=5)=[N:27][N:26]=4)=[CH:20][CH:19]=3)=[N:13][CH:14]=[CH:15][CH:16]=2)[CH:8]=[CH:7][N:6]=1, predict the reactants needed to synthesize it. The reactants are: CS([C:5]1[N:10]=[C:9]([C:11]2[C:12]([O:17][C:18]3[CH:23]=[CH:22][C:21]([NH:24][C:25]4[C:34]5[C:29](=[CH:30][CH:31]=[CH:32][CH:33]=5)[C:28]([C:35]5[CH:40]=[CH:39][CH:38]=[CH:37][CH:36]=5)=[N:27][N:26]=4)=[CH:20][CH:19]=3)=[N:13][CH:14]=[CH:15][CH:16]=2)[CH:8]=[CH:7][N:6]=1)(=O)=O.[CH3:41][N:42]([CH3:49])[CH2:43][C:44]([CH3:48])([CH3:47])[CH2:45][NH2:46]. (3) Given the product [CH2:17]([O:10][C:9]1[CH:8]=[CH:7][C:4]([CH:5]=[O:6])=[CH:3][C:2]=1[Cl:1])[C:14]1[CH:15]=[CH:16][CH:11]=[CH:12][CH:13]=1, predict the reactants needed to synthesize it. The reactants are: [Cl:1][C:2]1[CH:3]=[C:4]([CH:7]=[CH:8][C:9]=1[OH:10])[CH:5]=[O:6].[CH:11]1[CH:16]=[CH:15][C:14]([CH2:17]Br)=[CH:13][CH:12]=1.C([O-])([O-])=O.[K+].[K+].O. (4) The reactants are: [Cl:1][C:2]1[C:11]2[C:6](=[CH:7][CH:8]=[CH:9][CH:10]=2)[C:5]([OH:12])=[C:4]([C:13]([OH:15])=O)[N:3]=1.Cl.C([O:21][C:22](=[O:31])[C@@H:23]([NH2:30])[CH2:24][O:25]C(C)(C)C)(C)(C)C. Given the product [Cl:1][C:2]1[C:11]2[C:6](=[CH:7][CH:8]=[CH:9][CH:10]=2)[C:5]([OH:12])=[C:4]([C:13]([NH:30][C@@H:23]([CH2:24][OH:25])[C:22]([OH:31])=[O:21])=[O:15])[N:3]=1, predict the reactants needed to synthesize it. (5) Given the product [C:1]([O:5][C:6](=[O:7])[NH:8][C:9]1[CH:14]=[CH:13][C:12]([S:15][C:16]2[CH:24]=[CH:23][C:19]([C:20](=[O:21])[NH:47][CH:40]([C:41]3[CH:46]=[CH:45][CH:44]=[CH:43][CH:42]=3)[CH3:39])=[CH:18][C:17]=2[NH:25][C:26]2[C:27]3[CH:35]=[CH:34][C:33]([CH:36]([CH3:37])[CH3:38])=[N:32][C:28]=3[N:29]=[CH:30][N:31]=2)=[CH:11][CH:10]=1)([CH3:3])([CH3:4])[CH3:2], predict the reactants needed to synthesize it. The reactants are: [C:1]([O:5][C:6]([NH:8][C:9]1[CH:14]=[CH:13][C:12]([S:15][C:16]2[CH:24]=[CH:23][C:19]([C:20](O)=[O:21])=[CH:18][C:17]=2[NH:25][C:26]2[C:27]3[CH:35]=[CH:34][C:33]([CH:36]([CH3:38])[CH3:37])=[N:32][C:28]=3[N:29]=[CH:30][N:31]=2)=[CH:11][CH:10]=1)=[O:7])([CH3:4])([CH3:3])[CH3:2].[CH3:39][CH:40]([NH2:47])[C:41]1[CH:46]=[CH:45][CH:44]=[CH:43][CH:42]=1. (6) Given the product [F:14][C:11]1[CH:12]=[CH:13][C:8]([C:6]2[NH:27][O:3][C:4](=[O:23])[C:5]=2[C:15]2[CH:20]=[CH:19][N:18]=[C:17]([S:21][CH3:22])[N:16]=2)=[CH:9][CH:10]=1, predict the reactants needed to synthesize it. The reactants are: C([O:3][C:4](=[O:23])[CH:5]([C:15]1[CH:20]=[CH:19][N:18]=[C:17]([S:21][CH3:22])[N:16]=1)[C:6]([C:8]1[CH:13]=[CH:12][C:11]([F:14])=[CH:10][CH:9]=1)=O)C.C(O)C.[N:27]1C=CC=CC=1. (7) Given the product [F:27][C:24]1([F:28])[CH2:23][CH2:22][C:21]([CH2:20][NH:19][C:11]([C:9]2[CH:8]=[C:7]([CH:14]3[CH2:18][CH2:17][CH2:16][O:15]3)[N:6]3[C:10]=2[C:2]([Cl:1])=[CH:3][CH:4]=[CH:5]3)=[O:13])([OH:29])[CH2:26][CH2:25]1, predict the reactants needed to synthesize it. The reactants are: [Cl:1][C:2]1[C:10]2[N:6]([C:7]([CH:14]3[CH2:18][CH2:17][CH2:16][O:15]3)=[CH:8][C:9]=2[C:11]([OH:13])=O)[CH:5]=[CH:4][CH:3]=1.[NH2:19][CH2:20][C:21]1([OH:29])[CH2:26][CH2:25][C:24]([F:28])([F:27])[CH2:23][CH2:22]1.Cl.CN(C)CCCN=C=NCC.N1(O)C2C=CC=CC=2N=N1.C(N(C(C)C)C(C)C)C. (8) Given the product [CH3:1][O:2][C:3]1[CH:10]=[CH:9][C:8]([O:11][C:12]2[C:20]([CH3:21])=[CH:19][C:18]([N+:22]([O-:24])=[O:23])=[C:17]3[C:13]=2[CH2:14][CH2:15][CH2:16]3)=[CH:7][C:4]=1[C:5]([OH:31])=[O:6], predict the reactants needed to synthesize it. The reactants are: [CH3:1][O:2][C:3]1[CH:10]=[CH:9][C:8]([O:11][C:12]2[C:20]([CH3:21])=[CH:19][C:18]([N+:22]([O-:24])=[O:23])=[C:17]3[C:13]=2[CH2:14][CH2:15][CH2:16]3)=[CH:7][C:4]=1[CH:5]=[O:6].CC(=CC)C.Cl([O-])=[O:31].[Na+].P([O-])([O-])(O)=O.[Na+].[Na+].